From a dataset of Full USPTO retrosynthesis dataset with 1.9M reactions from patents (1976-2016). Predict the reactants needed to synthesize the given product. (1) Given the product [C:9]([N:13]1[C:21]2[C:16](=[C:17]([N:22]([C:27]([CH3:30])([CH3:29])[CH3:28])[C:23]([CH3:26])([CH3:25])[CH3:24])[CH:18]=[CH:19][CH:20]=2)[CH:15]=[C:14]1[B:31]([OH:36])[OH:32])([CH3:12])([CH3:11])[CH3:10], predict the reactants needed to synthesize it. The reactants are: C([N-]C(C)C)(C)C.[Li+].[C:9]([N:13]1[C:21]2[C:16](=[C:17]([N:22]([C:27]([CH3:30])([CH3:29])[CH3:28])[C:23]([CH3:26])([CH3:25])[CH3:24])[CH:18]=[CH:19][CH:20]=2)[CH:15]=[CH:14]1)([CH3:12])([CH3:11])[CH3:10].[B:31](OC(C)C)([O:36]C(C)C)[O:32]C(C)C.Cl. (2) Given the product [O:15]=[C:3]1[C:4]2[C:9](=[CH:8][CH:7]=[CH:6][C:5]=2[NH:10][C:11](=[O:13])[CH3:12])[CH2:1][CH2:2]1, predict the reactants needed to synthesize it. The reactants are: [CH2:1]1[C:9]2[C:4](=[C:5]([NH:10][C:11](=[O:13])[CH3:12])[CH:6]=[CH:7][CH:8]=2)[CH2:3][CH2:2]1.S([O-])([O-])(=O)=[O:15].[Mg+2].[Mn]([O-])(=O)(=O)=O.[K+]. (3) Given the product [C:1]([C:3]1[CH:4]=[CH:5][C:6]([C:7]([N:12]2[CH2:17][CH2:16][CH:15]([NH:18][C:19]([NH:21][C:22]3[CH:27]=[CH:26][C:25]([C:28]([F:29])([F:30])[F:31])=[CH:24][CH:23]=3)=[O:20])[CH2:14][CH2:13]2)=[O:9])=[CH:10][CH:11]=1)#[N:2], predict the reactants needed to synthesize it. The reactants are: [C:1]([C:3]1[CH:11]=[CH:10][C:6]([C:7]([OH:9])=O)=[CH:5][CH:4]=1)#[N:2].[NH:12]1[CH2:17][CH2:16][CH:15]([NH:18][C:19]([NH:21][C:22]2[CH:27]=[CH:26][C:25]([C:28]([F:31])([F:30])[F:29])=[CH:24][CH:23]=2)=[O:20])[CH2:14][CH2:13]1.Cl.CN(CCCN=C=NCC)C. (4) Given the product [C:27]1(=[O:41])[N:28]([CH2:29][C:30]([N:32]([C:34]2[CH:40]=[CH:39][C:37]([NH:38]/[C:4](=[C:11]3\[C:12](=[O:23])[NH:13][C:14]4[C:19]\3=[CH:18][C:17]([N+:20]([O-:22])=[O:21])=[CH:16][CH:15]=4)/[C:5]3[CH:6]=[CH:7][CH:8]=[CH:9][CH:10]=3)=[CH:36][CH:35]=2)[CH3:33])=[O:31])[C:24](=[O:46])[C:25]2=[CH:45][CH:44]=[CH:43][CH:42]=[C:26]12, predict the reactants needed to synthesize it. The reactants are: C(O[C:4](=[C:11]1[C:19]2[C:14](=[CH:15][CH:16]=[C:17]([N+:20]([O-:22])=[O:21])[CH:18]=2)[NH:13][C:12]1=[O:23])[C:5]1[CH:10]=[CH:9][CH:8]=[CH:7][CH:6]=1)C.[C:24]1(=[O:46])[N:28]([CH2:29][C:30]([N:32]([C:34]2[CH:40]=[CH:39][C:37]([NH2:38])=[CH:36][CH:35]=2)[CH3:33])=[O:31])[C:27](=[O:41])[C:26]2=[CH:42][CH:43]=[CH:44][CH:45]=[C:25]12. (5) Given the product [F:2][C:3]1([S:9]([C:12]2[CH:17]=[CH:16][CH:15]=[CH:14][CH:13]=2)(=[O:11])=[O:10])[CH2:8][CH2:7][NH:6][CH2:5][CH2:4]1, predict the reactants needed to synthesize it. The reactants are: Cl.[F:2][C:3]1([S:9]([C:12]2[CH:17]=[CH:16][CH:15]=[CH:14][CH:13]=2)(=[O:11])=[O:10])[CH2:8][CH2:7][NH:6][CH2:5][CH2:4]1.C(=O)(O)[O-].[Na+]. (6) The reactants are: [OH:1][C@@H:2]1[C@H:6]([OH:7])[C@@H:5]([CH2:8][OH:9])[O:4][C@H:3]1[N:10]1[CH:18]=[N:17][C:16]2[C:11]1=[N:12][C:13]([N:20]1[CH:24]=[C:23]([C:25]([NH:27][CH2:28][CH:29]3[CH2:33][CH2:32][CH2:31][CH2:30]3)=[O:26])[CH:22]=[N:21]1)=[N:14][C:15]=2[NH2:19].[Cl:34][C:35]1C=CC(CN)=CC=1. Given the product [OH:1][C@@H:2]1[C@H:6]([OH:7])[C@@H:5]([CH2:8][OH:9])[O:4][C@H:3]1[N:10]1[CH:18]=[N:17][C:16]2[C:11]1=[N:12][C:13]([N:20]1[CH:24]=[C:23]([C:25]([NH:27][CH2:28][C:29]3[CH:33]=[CH:32][C:35]([Cl:34])=[CH:31][CH:30]=3)=[O:26])[CH:22]=[N:21]1)=[N:14][C:15]=2[NH2:19], predict the reactants needed to synthesize it. (7) Given the product [N:34]1([C:2]2[CH:3]=[C:4]([S:8]([N:11]3[CH2:20][CH2:19][C:18]4[C@:13]([CH2:31][O:32][CH3:33])([CH2:14][C:15]5[CH:23]=[N:22][N:21]([C:24]6[CH:29]=[CH:28][C:27]([F:30])=[CH:26][CH:25]=6)[C:16]=5[CH:17]=4)[CH2:12]3)(=[O:10])=[O:9])[CH:5]=[N:6][CH:7]=2)[CH2:37][CH2:36][CH2:35]1, predict the reactants needed to synthesize it. The reactants are: Br[C:2]1[CH:3]=[C:4]([S:8]([N:11]2[CH2:20][CH2:19][C:18]3[C@:13]([CH2:31][O:32][CH3:33])([CH2:14][C:15]4[CH:23]=[N:22][N:21]([C:24]5[CH:29]=[CH:28][C:27]([F:30])=[CH:26][CH:25]=5)[C:16]=4[CH:17]=3)[CH2:12]2)(=[O:10])=[O:9])[CH:5]=[N:6][CH:7]=1.[NH:34]1[CH2:37][CH2:36][CH2:35]1. (8) Given the product [CH2:4]([O:5][C:6]1[N:10]=[C:9]([CH:11]2[CH2:16][CH:15]([C:17]3[CH:22]=[CH:21][C:20]([CH2:23][C:24]([F:27])([F:25])[F:26])=[CH:19][CH:18]=3)[CH2:14][N:13]([C:28]([N:44]3[CH2:45][CH:42]([OH:41])[CH2:43]3)=[O:30])[CH2:12]2)[O:8][N:7]=1)[CH3:3], predict the reactants needed to synthesize it. The reactants are: CO[CH2:3][CH2:4][O:5][C:6]1[N:10]=[C:9]([CH:11]2[CH2:16][CH:15]([C:17]3[CH:22]=[CH:21][C:20]([CH2:23][C:24]([F:27])([F:26])[F:25])=[CH:19][CH:18]=3)[CH2:14][N:13]([C:28]([O:30]C3C=CC([N+]([O-])=O)=CC=3)=O)[CH2:12]2)[O:8][N:7]=1.Cl.[OH:41][CH:42]1[CH2:45][NH:44][CH2:43]1.C(=O)([O-])[O-].[K+].[K+]. (9) Given the product [F:40][C:2]([F:1])([F:39])[C:3]1[CH:4]=[C:5]([C@H:13]([O:15][C@H:16]2[CH2:24][N:23]3[C@@H:18]([CH2:19][C:20]([C:26]4[CH:31]=[CH:30][N+:29]([O-:49])=[CH:28][CH:27]=4)=[CH:21][C:22]3=[O:25])[C@@H:17]2[C:32]2[CH:37]=[CH:36][C:35]([F:38])=[CH:34][CH:33]=2)[CH3:14])[CH:6]=[C:7]([C:9]([F:12])([F:10])[F:11])[CH:8]=1, predict the reactants needed to synthesize it. The reactants are: [F:1][C:2]([F:40])([F:39])[C:3]1[CH:4]=[C:5]([C@H:13]([O:15][C@H:16]2[CH2:24][N:23]3[C@@H:18]([CH2:19][C:20]([C:26]4[CH:31]=[CH:30][N:29]=[CH:28][CH:27]=4)=[CH:21][C:22]3=[O:25])[C@@H:17]2[C:32]2[CH:37]=[CH:36][C:35]([F:38])=[CH:34][CH:33]=2)[CH3:14])[CH:6]=[C:7]([C:9]([F:12])([F:11])[F:10])[CH:8]=1.C1C=C(Cl)C=C(C(OO)=[O:49])C=1. (10) The reactants are: C([NH:8][C@H:9]([C:13]([OH:15])=O)[CH:10]([CH3:12])[CH3:11])(OC(C)(C)C)=O.C1CCC(N=C=NC2CCCCC2)CC1.[ClH:31].Cl.[NH2:33][C:34]1[NH:35][C:36]2[NH:37][CH2:38][CH:39]([CH:45]([OH:49])[CH:46]([OH:48])[CH3:47])[NH:40][C:41]=2[C:42](=[O:44])[N:43]=1. Given the product [ClH:31].[NH2:33][C:34]1[NH:35][C:36]2[NH:37][CH2:38][CH:39]([CH:45]([OH:49])[CH:46]([OH:48])[CH3:47])[N:40]([C:13](=[O:15])[CH:9]([NH2:8])[CH:10]([CH3:11])[CH3:12])[C:41]=2[C:42](=[O:44])[N:43]=1, predict the reactants needed to synthesize it.